Dataset: Forward reaction prediction with 1.9M reactions from USPTO patents (1976-2016). Task: Predict the product of the given reaction. (1) Given the reactants Cl[C:2]1[CH:7]=[C:6]([C:8]2[CH:13]=[C:12]([F:14])[CH:11]=[C:10]([F:15])[CH:9]=2)[N:5]2[N:16]=[C:17]([CH3:20])[C:18]([I:19])=[C:4]2[N:3]=1.CCN(C(C)C)C(C)C.[NH:30]1[CH2:34][CH2:33][CH2:32][C@H:31]1[CH2:35][OH:36], predict the reaction product. The product is: [F:15][C:10]1[CH:9]=[C:8]([C:6]2[N:5]3[N:16]=[C:17]([CH3:20])[C:18]([I:19])=[C:4]3[N:3]=[C:2]([N:30]3[CH2:34][CH2:33][CH2:32][C@H:31]3[CH2:35][OH:36])[CH:7]=2)[CH:13]=[C:12]([F:14])[CH:11]=1. (2) The product is: [Br:1][C:2]1[CH:3]=[C:4]([N:8]2[C:17]3[C:12](=[CH:13][CH:14]=[CH:15][N:16]=3)[C:11](=[O:18])[C:10]([C:19]([OH:21])=[O:20])=[CH:9]2)[CH:5]=[CH:6][CH:7]=1. Given the reactants [Br:1][C:2]1[CH:3]=[C:4]([N:8]2[C:17]3[C:12](=[CH:13][CH:14]=[CH:15][N:16]=3)[C:11](=[O:18])[C:10]([C:19]([O:21]CC)=[O:20])=[CH:9]2)[CH:5]=[CH:6][CH:7]=1.CO.[OH-].[Na+], predict the reaction product. (3) Given the reactants N(OCCC(C)C)=O.[Br:9][C:10]1[CH:16]=[CH:15][C:13](N)=[C:12]([C:17]([F:20])([F:19])[F:18])[CH:11]=1.[CH3:21][S:22]C, predict the reaction product. The product is: [Br:9][C:10]1[CH:16]=[CH:15][C:13]([S:22][CH3:21])=[C:12]([C:17]([F:20])([F:19])[F:18])[CH:11]=1. (4) Given the reactants [NH2:1][C:2]1[CH:11]=[CH:10][C:9]([Br:12])=[CH:8][C:3]=1[C:4]([O:6]C)=O.[S:13]1[CH:17]=[CH:16][CH:15]=[C:14]1[Li], predict the reaction product. The product is: [NH2:1][C:2]1[CH:11]=[CH:10][C:9]([Br:12])=[CH:8][C:3]=1[C:4]([C:14]1[S:13][CH:17]=[CH:16][CH:15]=1)([C:14]1[S:13][CH:17]=[CH:16][CH:15]=1)[OH:6]. (5) Given the reactants [CH3:1][S:2]([C:5]1[CH:6]=[CH:7][C:8]([O:11][C:12]2[CH:13]=[C:14]3[C:18](=[C:19]([O:21][CH:22]4[CH2:27][CH2:26][O:25][CH2:24][CH2:23]4)[CH:20]=2)[NH:17][C:16]([C:28]([O:30]CC)=[O:29])=[CH:15]3)=[N:9][CH:10]=1)(=[O:4])=[O:3].[OH-].[Na+].O1CCCC1, predict the reaction product. The product is: [CH3:1][S:2]([C:5]1[CH:6]=[CH:7][C:8]([O:11][C:12]2[CH:13]=[C:14]3[C:18](=[C:19]([O:21][CH:22]4[CH2:23][CH2:24][O:25][CH2:26][CH2:27]4)[CH:20]=2)[NH:17][C:16]([C:28]([OH:30])=[O:29])=[CH:15]3)=[N:9][CH:10]=1)(=[O:4])=[O:3].